This data is from Full USPTO retrosynthesis dataset with 1.9M reactions from patents (1976-2016). The task is: Predict the reactants needed to synthesize the given product. (1) Given the product [C:1]1([N+:7]2[C:11]([C:12]3[CH:17]=[CH:16][CH:15]=[CH:14][C:13]=3[CH3:18])=[C:10]([C:19]3[CH:24]=[CH:23][CH:22]=[CH:21][C:20]=3[CH3:25])[N:34]([C:35]3[CH:40]=[CH:39][CH:38]=[CH:37][CH:36]=3)[CH:8]=2)[CH:6]=[CH:5][CH:4]=[CH:3][CH:2]=1.[F:26][B-:27]([F:30])([F:29])[F:28], predict the reactants needed to synthesize it. The reactants are: [C:1]1([N+:7]2[C:11]([C:12]3[CH:17]=[CH:16][CH:15]=[CH:14][C:13]=3[CH3:18])=[C:10]([C:19]3[CH:24]=[CH:23][CH:22]=[CH:21][C:20]=3[CH3:25])O[CH:8]=2)[CH:6]=[CH:5][CH:4]=[CH:3][CH:2]=1.[F:26][B-:27]([F:30])([F:29])[F:28].C(O)C.[NH2:34][C:35]1[CH:40]=[CH:39][CH:38]=[CH:37][CH:36]=1.S(=O)(=O)(O)O. (2) Given the product [F:42][C:37]1[CH:38]=[C:39]2[C:34](=[CH:35][CH:36]=1)[N:33]=[C:32]([N:3]1[CH2:4][CH:5]3[CH:1]([CH:6]3[NH:7][C:8]([O:10][CH2:11][C:12]3[O:16][N:15]=[C:14]([C:17]([O:19][CH2:20][CH3:21])=[O:18])[CH:13]=3)=[O:9])[CH2:2]1)[CH:41]=[CH:40]2, predict the reactants needed to synthesize it. The reactants are: [CH:1]12[CH:6]([NH:7][C:8]([O:10][CH2:11][C:12]3[O:16][N:15]=[C:14]([C:17]([O:19][CH2:20][CH3:21])=[O:18])[CH:13]=3)=[O:9])[CH:5]1[CH2:4][NH:3][CH2:2]2.C(N(CC)C(C)C)(C)C.Cl[C:32]1[CH:41]=[CH:40][C:39]2[C:34](=[CH:35][CH:36]=[C:37]([F:42])[CH:38]=2)[N:33]=1. (3) Given the product [C:4]([O:8][C:9]([C@@H:11]([CH3:31])[C:12]([NH:14][CH2:15][C:16]1[CH:17]=[C:18]([N:22]2[C:26]([C:27]([NH:2][NH2:3])=[O:29])=[CH:25][N:24]=[CH:23]2)[CH:19]=[CH:20][CH:21]=1)=[O:13])=[O:10])([CH3:6])([CH3:5])[CH3:7], predict the reactants needed to synthesize it. The reactants are: O.[NH2:2][NH2:3].[C:4]([O:8][C:9]([C@@H:11]([CH3:31])[C:12]([NH:14][CH2:15][C:16]1[CH:17]=[C:18]([N:22]2[C:26]([C:27]([O:29]C)=O)=[CH:25][N:24]=[CH:23]2)[CH:19]=[CH:20][CH:21]=1)=[O:13])=[O:10])([CH3:7])([CH3:6])[CH3:5].